This data is from Reaction yield outcomes from USPTO patents with 853,638 reactions. The task is: Predict the reaction yield, written as a fraction of the theoretical maximum amount of product (1.0 means a 100% yield; for example, 0.34 means a 34% yield). (1) The reactants are Cl.[C:2]1([N:8]([C:10]2[CH:15]=[CH:14][CH:13]=[CH:12][CH:11]=2)N)[CH:7]=[CH:6][CH:5]=[CH:4][CH:3]=1.[C:16]([O:20][C:21]([N:23]1[CH2:28][CH2:27][C:26](=O)[CH2:25][CH2:24]1)=[O:22])([CH3:19])([CH3:18])[CH3:17]. The catalyst is N1C=CC=CC=1. The product is [C:16]([O:20][C:21]([N:23]1[CH2:28][CH2:27][C:26]2[N:8]([C:10]3[CH:15]=[CH:14][CH:13]=[CH:12][CH:11]=3)[C:2]3[CH:7]=[CH:6][CH:5]=[CH:4][C:3]=3[C:25]=2[CH2:24]1)=[O:22])([CH3:19])([CH3:17])[CH3:18]. The yield is 0.370. (2) The reactants are [C:1]([O:5][C:6]([NH:8][C@H:9]([CH2:29][C:30]1[CH:35]=[C:34]([F:36])[C:33]([F:37])=[CH:32][C:31]=1[F:38])[CH2:10][C:11]([N:13]1[CH2:18][CH2:17][N:16]2[C:19]([C:25]([F:28])([F:27])[F:26])=[N:20][C:21]([C:22](O)=[O:23])=[C:15]2[CH2:14]1)=[O:12])=[O:7])([CH3:4])([CH3:3])[CH3:2].Cl.[N:40]1([C:46](=[O:48])[CH3:47])[CH2:45][CH2:44][NH:43][CH2:42][CH2:41]1.O=C1N([ClH]P([ClH]N2CCOC2=O)=O)CCO1.C(N(CC)CC)C. The catalyst is ClCCl. The product is [C:1]([O:5][C:6](=[O:7])[NH:8][C@H:9]([CH2:29][C:30]1[CH:35]=[C:34]([F:36])[C:33]([F:37])=[CH:32][C:31]=1[F:38])[CH2:10][C:11]([N:13]1[CH2:18][CH2:17][N:16]2[C:19]([C:25]([F:26])([F:28])[F:27])=[N:20][C:21]([C:22]([N:43]3[CH2:44][CH2:45][N:40]([C:46](=[O:48])[CH3:47])[CH2:41][CH2:42]3)=[O:23])=[C:15]2[CH2:14]1)=[O:12])([CH3:3])([CH3:4])[CH3:2]. The yield is 0.450. (3) The reactants are [Br:1][C:2]1[C:3]([O:12][CH3:13])=[C:4]([O:10][CH3:11])[CH:5]=[C:6]([CH:9]=1)[CH:7]=O.[C:14](#[N:18])[CH2:15][C:16]#[N:17].N1CCCCC1.[OH:25][C:26]1[CH:27]=[CH:28][CH:29]=[C:30]2[C:34]=1[NH:33][CH:32]=[CH:31]2. The catalyst is C(O)C. The product is [NH2:17][C:16]1[O:25][CH:26]2[C:34]3[C:30](=[CH:29][CH:28]=[C:27]2[CH:7]([C:6]2[CH:5]=[C:4]([O:10][CH3:11])[C:3]([O:12][CH3:13])=[C:2]([Br:1])[CH:9]=2)[C:15]=1[C:14]#[N:18])[CH:31]=[CH:32][N:33]=3. The yield is 0.130.